Dataset: Reaction yield outcomes from USPTO patents with 853,638 reactions. Task: Predict the reaction yield, written as a fraction of the theoretical maximum amount of product (1.0 means a 100% yield; for example, 0.34 means a 34% yield). The reactants are CN(C(ON1N=NC2C=CC=NC1=2)=[N+](C)C)C.F[P-](F)(F)(F)(F)F.C(N(CC)C(C)C)(C)C.[NH2:34][C:35]1[C:36]([C:45]([OH:47])=O)=[CH:37][C:38]2[C:43]([CH:44]=1)=[CH:42][CH:41]=[CH:40][CH:39]=2.[NH2:48][C:49]1([C:52]([O:54][CH3:55])=[O:53])[CH2:51][CH2:50]1.C([O-])(O)=O.[Na+]. The catalyst is CN(C=O)C.C(Cl)Cl. The product is [NH2:34][C:35]1[C:36]([C:45]([NH:48][C:49]2([C:52]([O:54][CH3:55])=[O:53])[CH2:51][CH2:50]2)=[O:47])=[CH:37][C:38]2[C:43]([CH:44]=1)=[CH:42][CH:41]=[CH:40][CH:39]=2. The yield is 0.600.